This data is from Full USPTO retrosynthesis dataset with 1.9M reactions from patents (1976-2016). The task is: Predict the reactants needed to synthesize the given product. (1) Given the product [Br:1][C:2]1[CH:13]=[CH:12][C:5]2[O:6][CH:7]([CH3:11])[CH2:8][NH:9][C:4]=2[CH:3]=1, predict the reactants needed to synthesize it. The reactants are: [Br:1][C:2]1[CH:13]=[CH:12][C:5]2[O:6][CH:7]([CH3:11])[C:8](=O)[NH:9][C:4]=2[CH:3]=1.B.Cl.[OH-].[Na+]. (2) Given the product [Br:1][C:2]1[CH:3]=[C:4]([NH:5][C:12](=[O:11])[C:13]2[CH:14]=[CH:15][C:16]([CH2:19][N:20]3[CH2:21][CH2:22][N:23]([CH3:26])[CH2:24][CH2:25]3)=[CH:17][CH:18]=2)[CH:6]=[CH:7][C:8]=1[CH3:9], predict the reactants needed to synthesize it. The reactants are: [Br:1][C:2]1[CH:3]=[C:4]([CH:6]=[CH:7][C:8]=1[CH3:9])[NH2:5].C[O:11][C:12](=O)[C:13]1[CH:18]=[CH:17][C:16]([CH2:19][N:20]2[CH2:25][CH2:24][N:23]([CH3:26])[CH2:22][CH2:21]2)=[CH:15][CH:14]=1. (3) Given the product [Cl:20][C:21]1([Cl:25])[C:2]2([CH2:7][CH2:6][N:5]([C:8]([O:10][C:11]([CH3:14])([CH3:13])[CH3:12])=[O:9])[CH2:4][CH2:3]2)[CH2:1][C:22]1=[O:23], predict the reactants needed to synthesize it. The reactants are: [CH2:1]=[C:2]1[CH2:7][CH2:6][N:5]([C:8]([O:10][C:11]([CH3:14])([CH3:13])[CH3:12])=[O:9])[CH2:4][CH2:3]1.C(OCC)C.[Cl:20][C:21](Cl)([Cl:25])[C:22](Cl)=[O:23].C(=O)(O)[O-].[Na+]. (4) Given the product [CH2:1]([C:3]1[CH:4]=[C:5]([CH2:11][C:12]([C:26]([O:28][CH2:29][CH3:30])=[O:27])([C:21]([O:23][CH2:24][CH3:25])=[O:22])[CH2:13][C:14]([OH:16])=[O:15])[CH:6]=[CH:7][C:8]=1[CH2:9][CH3:10])[CH3:2], predict the reactants needed to synthesize it. The reactants are: [CH2:1]([C:3]1[CH:4]=[C:5]([CH2:11][C:12]([C:26]([O:28][CH2:29][CH3:30])=[O:27])([C:21]([O:23][CH2:24][CH3:25])=[O:22])[CH2:13][C:14]([O:16]C(C)(C)C)=[O:15])[CH:6]=[CH:7][C:8]=1[CH2:9][CH3:10])[CH3:2].C(O)(C(F)(F)F)=O. (5) Given the product [C:32]([N:31]([CH3:35])[CH:28]1[CH2:29][CH2:30][N:26]([C:23]2[N:24]=[CH:25][C:20]([NH:19][C:12]([C:10]3[N:11]=[C:7]([C:1]4[CH:2]=[CH:3][CH:4]=[CH:5][CH:6]=4)[O:8][C:9]=3[C:15]([F:18])([F:17])[F:16])=[O:14])=[CH:21][CH:22]=2)[CH2:27]1)(=[O:34])[CH3:33], predict the reactants needed to synthesize it. The reactants are: [C:1]1([C:7]2[O:8][C:9]([C:15]([F:18])([F:17])[F:16])=[C:10]([C:12]([OH:14])=O)[N:11]=2)[CH:6]=[CH:5][CH:4]=[CH:3][CH:2]=1.[NH2:19][C:20]1[CH:21]=[CH:22][C:23]([N:26]2[CH2:30][CH2:29][CH:28]([N:31]([CH3:35])[C:32](=[O:34])[CH3:33])[CH2:27]2)=[N:24][CH:25]=1.